Dataset: NCI-60 drug combinations with 297,098 pairs across 59 cell lines. Task: Regression. Given two drug SMILES strings and cell line genomic features, predict the synergy score measuring deviation from expected non-interaction effect. (1) Drug 1: CN(CC1=CN=C2C(=N1)C(=NC(=N2)N)N)C3=CC=C(C=C3)C(=O)NC(CCC(=O)O)C(=O)O. Drug 2: CC1=C(C=C(C=C1)NC(=O)C2=CC=C(C=C2)CN3CCN(CC3)C)NC4=NC=CC(=N4)C5=CN=CC=C5. Cell line: SK-MEL-5. Synergy scores: CSS=36.4, Synergy_ZIP=-5.20, Synergy_Bliss=-4.00, Synergy_Loewe=-46.5, Synergy_HSA=-3.26. (2) Drug 1: CC(C1=C(C=CC(=C1Cl)F)Cl)OC2=C(N=CC(=C2)C3=CN(N=C3)C4CCNCC4)N. Drug 2: COC1=NC(=NC2=C1N=CN2C3C(C(C(O3)CO)O)O)N. Cell line: MALME-3M. Synergy scores: CSS=6.68, Synergy_ZIP=-2.70, Synergy_Bliss=-1.53, Synergy_Loewe=-1.84, Synergy_HSA=-1.79.